Dataset: Peptide-MHC class I binding affinity with 185,985 pairs from IEDB/IMGT. Task: Regression. Given a peptide amino acid sequence and an MHC pseudo amino acid sequence, predict their binding affinity value. This is MHC class I binding data. (1) The peptide sequence is RSNDTELNY. The MHC is HLA-A03:01 with pseudo-sequence HLA-A03:01. The binding affinity (normalized) is 0.0847. (2) The peptide sequence is LPSFGVSGI. The MHC is HLA-B35:01 with pseudo-sequence HLA-B35:01. The binding affinity (normalized) is 0.